The task is: Predict the reactants needed to synthesize the given product.. This data is from Full USPTO retrosynthesis dataset with 1.9M reactions from patents (1976-2016). Given the product [C:11]([NH:1][C:2]1[CH:9]=[C:8]([NH:10][C:25](=[O:26])[CH3:24])[CH:7]=[C:4]([C:5]#[N:6])[CH:3]=1)(=[O:13])[CH3:12], predict the reactants needed to synthesize it. The reactants are: [NH2:1][C:2]1[CH:3]=[C:4]([CH:7]=[C:8]([NH2:10])[CH:9]=1)[C:5]#[N:6].[C:11](OC(=O)C)(=[O:13])[CH3:12].N1C=CC=CC=1.[CH3:24][CH2:25][O:26]C(C)=O.